The task is: Predict the product of the given reaction.. This data is from Forward reaction prediction with 1.9M reactions from USPTO patents (1976-2016). (1) Given the reactants [BH4-].[Na+].[C:3]([C:6]1[O:10][N:9]=[C:8]([C:11]([NH:13][C@@H:14]([CH3:31])[CH2:15][N:16]2[CH:20]=[CH:19][C:18]([C:21]3[CH:26]=[C:25]([F:27])[C:24]([C:28]#[N:29])=[C:23]([Cl:30])[CH:22]=3)=[N:17]2)=[O:12])[CH:7]=1)(=[O:5])[CH3:4], predict the reaction product. The product is: [Cl:30][C:23]1[CH:22]=[C:21]([C:18]2[CH:19]=[CH:20][N:16]([CH2:15][C@@H:14]([NH:13][C:11]([C:8]3[CH:7]=[C:6]([CH:3]([OH:5])[CH3:4])[O:10][N:9]=3)=[O:12])[CH3:31])[N:17]=2)[CH:26]=[C:25]([F:27])[C:24]=1[C:28]#[N:29]. (2) Given the reactants [CH2:1]([O:3][C:4](=[O:17])[CH2:5][NH:6][C:7](=[O:16])[C:8]1[CH:13]=[CH:12][C:11]([O:14][CH3:15])=[CH:10][CH:9]=1)[CH3:2].C[Si](C)(C)[N-][Si](C)(C)C.[Li+].[CH2:28](Br)[CH:29]=[CH2:30], predict the reaction product. The product is: [CH2:1]([O:3][C:4](=[O:17])[CH:5]([NH:6][C:7](=[O:16])[C:8]1[CH:9]=[CH:10][C:11]([O:14][CH3:15])=[CH:12][CH:13]=1)[CH2:30][CH:29]=[CH2:28])[CH3:2]. (3) The product is: [OH:32][NH:31][C:17]([C:13]1[CH:12]=[C:11]([C:7]2[CH:8]=[CH:9][CH:10]=[C:5]([C:3]([NH:41][CH2:40][CH2:39][C:36]3[CH:37]=[CH:38][CH:33]=[CH:34][CH:35]=3)=[O:4])[CH:6]=2)[CH:16]=[CH:15][CH:14]=1)=[O:19]. Given the reactants CO[C:3]([C:5]1[CH:6]=[C:7]([C:11]2[CH:16]=[CH:15][CH:14]=[C:13]([C:17]([OH:19])=O)[CH:12]=2)[CH:8]=[CH:9][CH:10]=1)=[O:4].N=C=N.C1C=CC2[N:31]([OH:32])N=NC=2C=1.[CH:33]1[CH:38]=[CH:37][C:36]([CH2:39][CH2:40][NH2:41])=[CH:35][CH:34]=1.[N-]=C=O.C(O)C(N)(CO)CO, predict the reaction product. (4) Given the reactants Br[C:2]1[CH:3]=[N:4]C=[CH:6][CH:7]=1.[CH2:8]([N:12]1[CH:16]=[C:15]([C:17]2[S:21][C:20]([C:22]([NH:24][C@H:25]3[CH2:29][CH2:28][NH:27][CH2:26]3)=[O:23])=[CH:19][CH:18]=2)[CH:14]=[N:13]1)[CH:9]([CH3:11])[CH3:10].[NH:30]1CC(C(NC2C=CC(OC3CCN(C(OC(C)(C)C)=O)CC3)=CC=2)=O)C1, predict the reaction product. The product is: [CH3:10][CH:9]([CH3:11])[CH2:8][N:12]1[CH:16]=[C:15]([C:17]2[S:21][C:20]([C:22]([NH:24][C@H:25]3[CH2:29][CH2:28][N:27]([C:7]4[CH:2]=[CH:3][N:4]=[N:30][CH:6]=4)[CH2:26]3)=[O:23])=[CH:19][CH:18]=2)[CH:14]=[N:13]1. (5) Given the reactants [CH3:1][N:2]1[CH2:15][CH2:14][C:5]2[NH:6][C:7]3[CH:8]=[CH:9][C:10]([CH3:13])=[CH:11][C:12]=3[C:4]=2[CH2:3]1.P([O-])([O-])([O-])=O.[K+].[K+].[K+].Br[CH:25]=[C:26]([C:28]1[CH:33]=[CH:32][C:31]([F:34])=[CH:30][C:29]=1[F:35])[CH3:27], predict the reaction product. The product is: [F:35][C:29]1[CH:30]=[C:31]([F:34])[CH:32]=[CH:33][C:28]=1/[C:26](/[CH3:27])=[CH:25]\[N:6]1[C:7]2[CH:8]=[CH:9][C:10]([CH3:13])=[CH:11][C:12]=2[C:4]2[CH2:3][N:2]([CH3:1])[CH2:15][CH2:14][C:5]1=2. (6) Given the reactants [Br:1][C:2]1[CH:3]=[C:4]2[C:8](=[C:9]([CH3:11])[CH:10]=1)[NH:7]C(=O)[C:5]2=[O:13].[Cl-].[Na+].[OH-:16].[Na+].OO, predict the reaction product. The product is: [NH2:7][C:8]1[C:9]([CH3:11])=[CH:10][C:2]([Br:1])=[CH:3][C:4]=1[C:5]([OH:13])=[O:16]. (7) Given the reactants C([O:3][C:4]([C:6]1[S:10][C:9]([C:11]2[CH:16]=[CH:15][C:14]([C:17]([F:20])([F:19])[F:18])=[CH:13][CH:12]=2)=[N:8][C:7]=1[CH3:21])=O)C.[H-].[Al+3].[Li+].[H-].[H-].[H-], predict the reaction product. The product is: [CH3:21][C:7]1[N:8]=[C:9]([C:11]2[CH:12]=[CH:13][C:14]([C:17]([F:20])([F:18])[F:19])=[CH:15][CH:16]=2)[S:10][C:6]=1[CH2:4][OH:3].